The task is: Predict the reactants needed to synthesize the given product.. This data is from Retrosynthesis with 50K atom-mapped reactions and 10 reaction types from USPTO. Given the product O=C(O)c1cnc2cc(C3CCCCC3)ccc2c1O, predict the reactants needed to synthesize it. The reactants are: CCOC(=O)c1cnc2cc(C3CCCCC3)ccc2c1O.